From a dataset of Full USPTO retrosynthesis dataset with 1.9M reactions from patents (1976-2016). Predict the reactants needed to synthesize the given product. (1) Given the product [F:22][C:23]1[CH:28]=[CH:27][CH:26]=[CH:25][C:24]=1[C:2]1[CH:3]=[C:4]2[C:9](=[CH:10][CH:11]=1)[N:8]=[CH:7][CH:6]=[C:5]2[S:12][C:13]1([C:17]([O:19][CH2:20][CH3:21])=[O:18])[CH2:16][CH2:15][CH2:14]1, predict the reactants needed to synthesize it. The reactants are: Br[C:2]1[CH:3]=[C:4]2[C:9](=[CH:10][CH:11]=1)[N:8]=[CH:7][CH:6]=[C:5]2[S:12][C:13]1([C:17]([O:19][CH2:20][CH3:21])=[O:18])[CH2:16][CH2:15][CH2:14]1.[F:22][C:23]1[CH:28]=[CH:27][CH:26]=[CH:25][C:24]=1B(O)O.C(=O)([O-])[O-].[Na+].[Na+].O1CCOCC1. (2) Given the product [F:49][C:48]([F:51])([F:50])[C:46]([OH:52])=[O:47].[CH3:1][CH:2]([O:4][P:5]([CH2:11][C:12]1[CH:17]=[CH:16][CH:15]=[C:14]([NH:18][C:22]2[N:27]=[C:26]([NH:28][CH2:29][C:30]3[C:31]([N:36]([CH3:41])[S:37]([CH3:40])(=[O:39])=[O:38])=[N:32][CH:33]=[CH:34][CH:35]=3)[C:25]([C:42]([F:43])([F:45])[F:44])=[CH:24][N:23]=2)[CH:13]=1)(=[O:10])[O:6][CH:7]([CH3:9])[CH3:8])[CH3:3], predict the reactants needed to synthesize it. The reactants are: [CH3:1][CH:2]([O:4][P:5]([CH2:11][C:12]1[CH:17]=[CH:16][CH:15]=[C:14]([N+:18]([O-])=O)[CH:13]=1)(=[O:10])[O:6][CH:7]([CH3:9])[CH3:8])[CH3:3].Cl[C:22]1[N:27]=[C:26]([NH:28][CH2:29][C:30]2[C:31]([N:36]([CH3:41])[S:37]([CH3:40])(=[O:39])=[O:38])=[N:32][CH:33]=[CH:34][CH:35]=2)[C:25]([C:42]([F:45])([F:44])[F:43])=[CH:24][N:23]=1.[C:46]([OH:52])([C:48]([F:51])([F:50])[F:49])=[O:47]. (3) Given the product [CH3:12][O:11][C:7]1[CH:6]=[C:5]([CH:13]([CH2:27][CH3:28])[C:14]([OH:16])=[O:15])[CH:4]=[C:3]([O:2][CH3:1])[C:8]=1[O:9][CH3:10], predict the reactants needed to synthesize it. The reactants are: [CH3:1][O:2][C:3]1[CH:4]=[C:5]([CH2:13][C:14]([OH:16])=[O:15])[CH:6]=[C:7]([O:11][CH3:12])[C:8]=1[O:9][CH3:10].C[Si]([N-][Si](C)(C)C)(C)C.[Na+].[CH2:27](I)[CH3:28].